This data is from Forward reaction prediction with 1.9M reactions from USPTO patents (1976-2016). The task is: Predict the product of the given reaction. (1) The product is: [C:1]([NH:4][C:5]1[CH:14]=[CH:13][CH:12]=[C:11]2[C:6]=1[CH:7]=[CH:8][C:9]([S:15]([NH:26][CH2:19][C:20]1[CH:25]=[CH:24][CH:23]=[CH:22][CH:21]=1)(=[O:17])=[O:16])=[CH:10]2)(=[O:3])[CH3:2]. Given the reactants [C:1]([NH:4][C:5]1[CH:14]=[CH:13][CH:12]=[C:11]2[C:6]=1[CH:7]=[CH:8][C:9]([S:15](Cl)(=[O:17])=[O:16])=[CH:10]2)(=[O:3])[CH3:2].[CH2:19]([NH2:26])[C:20]1[CH:25]=[CH:24][CH:23]=[CH:22][CH:21]=1.C(N(CC)CC)C.O, predict the reaction product. (2) The product is: [CH3:29][N:21]1[C:22]2[C:27](=[CH:26][CH:25]=[CH:24][CH:23]=2)[CH:28]=[C:20]1[C:18]([OH:19])=[O:49]. Given the reactants NC1C2C(C3C=CC(N[C:18]([C:20]4[N:21]([CH3:29])[C:22]5[C:27]([CH:28]=4)=[CH:26][CH:25]=[CH:24][CH:23]=5)=[O:19])=C(OC)C=3)=CSC=2C(C#CCCCCN2C(=O)C3C(=CC=CC=3)C2=O)=CN=1.[OH2:49].NN, predict the reaction product. (3) Given the reactants [Si]([O:8][CH2:9][C:10]1[CH:15]=[CH:14][CH:13]=[C:12]([CH2:16][O:17][Si](C(C)(C)C)(C)C)[C:11]=1[NH:25][C:26](=[O:44])[O:27][CH2:28][C:29]1[CH:34]=[CH:33][C:32]([B:35]2[O:39][C:38]([CH3:41])([CH3:40])[C:37]([CH3:43])([CH3:42])[O:36]2)=[CH:31][CH:30]=1)(C(C)(C)C)(C)C, predict the reaction product. The product is: [OH:17][CH2:16][C:12]1[CH:13]=[CH:14][CH:15]=[C:10]([CH2:9][OH:8])[C:11]=1[NH:25][C:26](=[O:44])[O:27][CH2:28][C:29]1[CH:34]=[CH:33][C:32]([B:35]2[O:36][C:37]([CH3:42])([CH3:43])[C:38]([CH3:41])([CH3:40])[O:39]2)=[CH:31][CH:30]=1. (4) Given the reactants [NH2:1][C:2]1[NH:6][N:5]=[C:4]([C:7]2[CH:12]=[CH:11][C:10]([Cl:13])=[CH:9][CH:8]=2)[CH:3]=1.[C:14](O[C:14]([O:16][C:17]([CH3:20])([CH3:19])[CH3:18])=[O:15])([O:16][C:17]([CH3:20])([CH3:19])[CH3:18])=[O:15], predict the reaction product. The product is: [C:17]([O:16][C:14]([N:6]1[C:2]([NH2:1])=[CH:3][C:4]([C:7]2[CH:12]=[CH:11][C:10]([Cl:13])=[CH:9][CH:8]=2)=[N:5]1)=[O:15])([CH3:20])([CH3:19])[CH3:18]. (5) Given the reactants [CH2:1]([O:3][C:4]1[C:5]([O:25][CH3:26])=[CH:6][C:7]2[CH2:16][CH:15]([CH3:17])[N:14]3[C:9](=[CH:10][C:11](=[O:23])[C:12]([C:18]([O:20]CC)=[O:19])=[CH:13]3)[C:8]=2[CH:24]=1)[CH3:2].[OH-].[Na+].Cl, predict the reaction product. The product is: [CH2:1]([O:3][C:4]1[C:5]([O:25][CH3:26])=[CH:6][C:7]2[CH2:16][CH:15]([CH3:17])[N:14]3[C:9](=[CH:10][C:11](=[O:23])[C:12]([C:18]([OH:20])=[O:19])=[CH:13]3)[C:8]=2[CH:24]=1)[CH3:2].